From a dataset of Reaction yield outcomes from USPTO patents with 853,638 reactions. Predict the reaction yield, written as a fraction of the theoretical maximum amount of product (1.0 means a 100% yield; for example, 0.34 means a 34% yield). (1) The reactants are [Cl:1][C:2]1[CH:9]=[CH:8][C:5]([CH:6]=O)=[CH:4][CH:3]=1.Cl.[S:11]([C:15]1[CH:20]=[CH:19][C:18]([NH:21][NH2:22])=[CH:17][CH:16]=1)(=[O:14])(=[O:13])[NH2:12]. No catalyst specified. The product is [S:11]([C:15]1[CH:16]=[CH:17][C:18]([NH:21][N:22]=[CH:6][C:5]2[CH:8]=[CH:9][C:2]([Cl:1])=[CH:3][CH:4]=2)=[CH:19][CH:20]=1)(=[O:14])(=[O:13])[NH2:12]. The yield is 0.600. (2) The reactants are [F:1][C:2]1[CH:23]=[CH:22][C:5]([CH2:6][NH:7][C:8]([C:10]2[S:18][C:17]3[N:12]([C:13](=[O:21])[NH:14][C:15](=[O:20])[C:16]=3[CH3:19])[CH:11]=2)=[O:9])=[CH:4][CH:3]=1.[CH3:24][O:25][C:26](=[O:36])[C:27]1[CH:32]=[CH:31][C:30]([CH2:33]Br)=[CH:29][C:28]=1[Cl:35]. No catalyst specified. The product is [CH3:24][O:25][C:26](=[O:36])[C:27]1[CH:32]=[CH:31][C:30]([CH2:33][N:14]2[C:15](=[O:20])[C:16]([CH3:19])=[C:17]3[S:18][C:10]([C:8](=[O:9])[NH:7][CH2:6][C:5]4[CH:4]=[CH:3][C:2]([F:1])=[CH:23][CH:22]=4)=[CH:11][N:12]3[C:13]2=[O:21])=[CH:29][C:28]=1[Cl:35]. The yield is 0.860. (3) The reactants are [Br:1][C:2]1[C:3]([CH3:13])=[CH:4][C:5]([C:8]2[N:9]=[N:10][NH:11][N:12]=2)=[N:6][CH:7]=1.[CH3:14][Si](C=[N+]=[N-])(C)C. The catalyst is C1COCC1.O.CCOC(C)=O. The product is [Br:1][C:2]1[C:3]([CH3:13])=[CH:4][C:5]([C:8]2[N:9]=[N:10][N:11]([CH3:14])[N:12]=2)=[N:6][CH:7]=1. The yield is 0.556. (4) The reactants are [OH:1][C:2]1[CH:10]=[C:9]([C:11]([F:14])([F:13])[F:12])[CH:8]=[CH:7][C:3]=1[C:4]([OH:6])=[O:5].[CH:15]1([CH2:21]OS(C2C=CC(C)=CC=2)(=O)=O)[CH2:20][CH2:19][CH2:18][CH2:17][CH2:16]1. No catalyst specified. The product is [CH:15]1([CH2:21][O:5][C:4](=[O:6])[C:3]2[CH:7]=[CH:8][C:9]([C:11]([F:12])([F:13])[F:14])=[CH:10][C:2]=2[O:1][CH2:4][CH:3]2[CH2:7][CH2:8][CH2:9][CH2:10][CH2:2]2)[CH2:20][CH2:19][CH2:18][CH2:17][CH2:16]1. The yield is 0.990. (5) The reactants are [CH:1]1([CH2:6][C@H:7]([CH2:23][O:24]CC2C=CC=CC=2)[C:8]([N:10]2[C@@H:14]([CH2:15][C:16]3[CH:21]=[CH:20][CH:19]=[CH:18][CH:17]=3)[CH2:13][O:12][C:11]2=[O:22])=[O:9])[CH2:5][CH2:4][CH2:3][CH2:2]1.[H][H]. The catalyst is C(O)C.CN(C=O)C.[Pd]. The product is [CH:1]1([CH2:6][C@H:7]([CH2:23][OH:24])[C:8]([N:10]2[C@@H:14]([CH2:15][C:16]3[CH:17]=[CH:18][CH:19]=[CH:20][CH:21]=3)[CH2:13][O:12][C:11]2=[O:22])=[O:9])[CH2:2][CH2:3][CH2:4][CH2:5]1. The yield is 1.00. (6) The reactants are ClC(Cl)(Cl)C([N:5]1[CH2:10][CH2:9][N:8]([C:11]2[CH:16]=[C:15]([S:17]([N:20]3[C:28]4[C:23](=[CH:24][CH:25]=[CH:26][C:27]=4[F:29])[CH:22]=[CH:21]3)(=[O:19])=[O:18])[CH:14]=[CH:13][C:12]=2[O:30][CH3:31])[CH2:7][CH2:6]1)=O.[OH-].[K+]. The catalyst is C1COCC1. The product is [F:29][C:27]1[CH:26]=[CH:25][CH:24]=[C:23]2[C:28]=1[N:20]([S:17]([C:15]1[CH:14]=[CH:13][C:12]([O:30][CH3:31])=[C:11]([N:8]3[CH2:9][CH2:10][NH:5][CH2:6][CH2:7]3)[CH:16]=1)(=[O:19])=[O:18])[CH:21]=[CH:22]2. The yield is 0.760.